Dataset: Peptide-MHC class II binding affinity with 134,281 pairs from IEDB. Task: Regression. Given a peptide amino acid sequence and an MHC pseudo amino acid sequence, predict their binding affinity value. This is MHC class II binding data. (1) The peptide sequence is ATPEAKFDSFVAAFT. The MHC is HLA-DQA10501-DQB10301 with pseudo-sequence HLA-DQA10501-DQB10301. The binding affinity (normalized) is 0.405. (2) The peptide sequence is GELQIVDKIDLAFKI. The MHC is DRB1_0404 with pseudo-sequence DRB1_0404. The binding affinity (normalized) is 0.424.